From a dataset of Full USPTO retrosynthesis dataset with 1.9M reactions from patents (1976-2016). Predict the reactants needed to synthesize the given product. (1) Given the product [CH3:40][N:25]([C:26]1[N:27]=[C:28]([NH:36][CH2:37][CH2:38][CH3:39])[N:29]=[C:30]([NH:32][CH2:33][C:34]#[CH:35])[N:31]=1)[OH:24], predict the reactants needed to synthesize it. The reactants are: ClC1N=C(NNCC#C)N=C(NNCCC)N=1.Cl.CNO.C([O:24][N:25]([CH3:40])[C:26]1[N:31]=[C:30]([NH:32][CH2:33][CH2:34][CH3:35])[N:29]=[C:28]([NH:36][CH2:37][C:38]#[CH:39])[N:27]=1)C. (2) Given the product [CH2:29]([N:24]1[C:23]([N:6]2[CH2:7][C@H:8]([S:10]([C:13]3[CH:18]=[CH:17][CH:16]=[CH:15][C:14]=3[C:19]([F:21])([F:20])[F:22])(=[O:12])=[O:11])[CH2:9][C@H:5]2[C:3]([OH:4])=[O:2])=[CH:27][C:26]([CH3:28])=[N:25]1)[C:30]1[CH:35]=[CH:34][CH:33]=[CH:32][CH:31]=1, predict the reactants needed to synthesize it. The reactants are: C[O:2][C:3]([C@@H:5]1[CH2:9][C@@H:8]([S:10]([C:13]2[CH:18]=[CH:17][CH:16]=[CH:15][C:14]=2[C:19]([F:22])([F:21])[F:20])(=[O:12])=[O:11])[CH2:7][N:6]1[C:23]1[N:24]([CH2:29][C:30]2[CH:35]=[CH:34][CH:33]=[CH:32][CH:31]=2)[N:25]=[C:26]([CH3:28])[CH:27]=1)=[O:4].COC([C@H]1C[C@@H](S(C2C=CC=CC=2C(F)(F)F)(=O)=O)CN1C1N(CC2C=CC=CC=2)N=C(C)C=1)=O.[OH-].[Li+].C(N1C(N2C[C@H](S(C3C=CC=CC=3C(F)(F)F)(=O)=O)C[C@@H]2C(O)=O)=CC(C)=N1)C1C=CC=CC=1.